The task is: Predict the reactants needed to synthesize the given product.. This data is from Full USPTO retrosynthesis dataset with 1.9M reactions from patents (1976-2016). (1) The reactants are: F[C:2]1[CH:7]=[C:6]([F:8])[CH:5]=[CH:4][C:3]=1[N+:9]([O-:11])=[O:10].[C:12]([O:16][C:17]([N:19]1[CH2:22][CH:21]([NH2:23])[CH2:20]1)=[O:18])([CH3:15])([CH3:14])[CH3:13].CCN(C(C)C)C(C)C. Given the product [C:12]([O:16][C:17]([N:19]1[CH2:22][CH:21]([NH:23][C:2]2[CH:7]=[C:6]([F:8])[CH:5]=[CH:4][C:3]=2[N+:9]([O-:11])=[O:10])[CH2:20]1)=[O:18])([CH3:15])([CH3:13])[CH3:14], predict the reactants needed to synthesize it. (2) The reactants are: [C:1]([O:5][C:6](=[O:22])[NH:7][C:8]1[CH:13]=[CH:12][C:11]([C:14]2[CH:19]=[CH:18][CH:17]=[CH:16][C:15]=2[F:20])=[CH:10][C:9]=1[NH2:21])([CH3:4])([CH3:3])[CH3:2].CC1(C)[O:29][C:28]([C:30]2[CH:31]=[C:32]([CH:35]=[CH:36][CH:37]=2)[C:33]#[N:34])=[CH:27][C:26](=O)[O:25]1. Given the product [C:1]([O:5][C:6](=[O:22])[NH:7][C:8]1[CH:13]=[CH:12][C:11]([C:14]2[CH:19]=[CH:18][CH:17]=[CH:16][C:15]=2[F:20])=[CH:10][C:9]=1[NH:21][C:26](=[O:25])[CH2:27][C:28]([C:30]1[CH:37]=[CH:36][CH:35]=[C:32]([C:33]#[N:34])[CH:31]=1)=[O:29])([CH3:4])([CH3:2])[CH3:3], predict the reactants needed to synthesize it. (3) The reactants are: [BH4-].[Li+].[Cl:3][C:4]1[CH:9]=[CH:8][C:7]([S:10]([N:13]2[C:17]3[CH2:18][CH:19]4[N:24]([S:25]([C:28]5[CH:33]=[CH:32][C:31]([Cl:34])=[CH:30][CH:29]=5)(=[O:27])=[O:26])[CH:23]([C:16]=3[CH:15]=[N:14]2)[CH2:22][CH:21]([C:35](OCC)=[O:36])[CH2:20]4)(=[O:12])=[O:11])=[CH:6][CH:5]=1.[Cl:40][C:41]1[CH:46]=[CH:45][C:44]([S:47]([N:50]2[CH:54]=[C:53]3[CH:55]4[N:61]([S:62]([C:65]5[CH:70]=[CH:69][C:68]([Cl:71])=[CH:67][CH:66]=5)(=[O:64])=[O:63])[CH:59]([CH2:60][C:52]3=[N:51]2)[CH2:58][CH:57]([C:72](OCC)=[O:73])[CH2:56]4)(=[O:49])=[O:48])=[CH:43][CH:42]=1. Given the product [Cl:3][C:4]1[CH:5]=[CH:6][C:7]([S:10]([N:13]2[C:17]3[CH2:18][CH:19]4[N:24]([S:25]([C:28]5[CH:29]=[CH:30][C:31]([Cl:34])=[CH:32][CH:33]=5)(=[O:27])=[O:26])[CH:23]([C:16]=3[CH:15]=[N:14]2)[CH2:22][CH:21]([CH2:35][OH:36])[CH2:20]4)(=[O:12])=[O:11])=[CH:8][CH:9]=1.[Cl:40][C:41]1[CH:42]=[CH:43][C:44]([S:47]([N:50]2[CH:54]=[C:53]3[CH:55]4[N:61]([S:62]([C:65]5[CH:66]=[CH:67][C:68]([Cl:71])=[CH:69][CH:70]=5)(=[O:64])=[O:63])[CH:59]([CH2:60][C:52]3=[N:51]2)[CH2:58][CH:57]([CH2:72][OH:73])[CH2:56]4)(=[O:49])=[O:48])=[CH:45][CH:46]=1, predict the reactants needed to synthesize it. (4) The reactants are: [Cl:1][C:2]1[CH:8]=[CH:7][C:6]([N+:9]([O-:11])=[O:10])=[CH:5][C:3]=1[NH2:4].[Cl:12][C:13]1[CH:14]=[C:15]([CH:19]=[CH:20][CH:21]=1)[C:16](Cl)=[O:17]. Given the product [Cl:12][C:13]1[CH:14]=[C:15]([CH:19]=[CH:20][CH:21]=1)[C:16]([NH:4][C:3]1[CH:5]=[C:6]([N+:9]([O-:11])=[O:10])[CH:7]=[CH:8][C:2]=1[Cl:1])=[O:17], predict the reactants needed to synthesize it.